This data is from Full USPTO retrosynthesis dataset with 1.9M reactions from patents (1976-2016). The task is: Predict the reactants needed to synthesize the given product. (1) Given the product [ClH:60].[F:20][C:21]1[CH:22]=[C:23]([CH:27]=[CH:28][C:29]=1[F:30])[C:24]([NH:1][CH2:2][C@H:3]1[CH2:4][CH2:5][C@@H:6]([NH:9][C:10]2[CH:19]=[CH:18][C:17]3[C:12](=[CH:13][CH:14]=[CH:15][CH:16]=3)[N:11]=2)[CH2:7][CH2:8]1)=[O:25], predict the reactants needed to synthesize it. The reactants are: [NH2:1][CH2:2][C@@H:3]1[CH2:8][CH2:7][C@H:6]([NH:9][C:10]2[CH:19]=[CH:18][C:17]3[C:12](=[CH:13][CH:14]=[CH:15][CH:16]=3)[N:11]=2)[CH2:5][CH2:4]1.[F:20][C:21]1[CH:22]=[C:23]([CH:27]=[CH:28][C:29]=1[F:30])[C:24](O)=[O:25].CCN(CC)CC.C1C=CC2N(O)N=NC=2C=1.O.CCN=C=NCCCN(C)C.[ClH:60]. (2) Given the product [ClH:58].[F:1][C:2]1[CH:16]=[C:15]([F:17])[CH:14]=[CH:13][C:3]=1[CH2:4][O:5][C:6]1[CH:11]=[CH:10][N:9]([C:19]2[CH:20]=[CH:21][C:22]3[C:26]4[CH2:27][NH:28][CH2:29][CH2:30][CH2:31][C:25]=4[N:24]([CH3:39])[C:23]=3[N:40]=2)[C:8](=[O:12])[CH:7]=1, predict the reactants needed to synthesize it. The reactants are: [F:1][C:2]1[CH:16]=[C:15]([F:17])[CH:14]=[CH:13][C:3]=1[CH2:4][O:5][C:6]1[CH:11]=[CH:10][NH:9][C:8](=[O:12])[CH:7]=1.Br[C:19]1[CH:20]=[CH:21][C:22]2[C:26]3[CH2:27][N:28](C(OC(C)(C)C)=O)[CH2:29][CH2:30][CH2:31][C:25]=3[N:24]([CH3:39])[C:23]=2[N:40]=1.OC1C=CC=C2C=1N=CC=C2.C([O-])([O-])=O.[Cs+].[Cs+].[ClH:58]. (3) Given the product [CH3:1][C:2]([S:21]([CH3:24])(=[O:22])=[O:23])([CH2:8][CH2:9][N:10]1[CH:14]=[C:13]([C:15]2[CH:20]=[CH:19][CH:18]=[CH:17][CH:16]=2)[N:12]=[CH:11]1)[C:3]([OH:5])=[O:4], predict the reactants needed to synthesize it. The reactants are: [CH3:1][C:2]([S:21]([CH3:24])(=[O:23])=[O:22])([CH2:8][CH2:9][N:10]1[CH:14]=[C:13]([C:15]2[CH:20]=[CH:19][CH:18]=[CH:17][CH:16]=2)[N:12]=[CH:11]1)[C:3]([O:5]CC)=[O:4].O.[OH-].[Li+]. (4) The reactants are: [Li]CCCC.C(NC(C)C)(C)C.[Br:13][C:14]1[CH:15]=[N:16][CH:17]=[CH:18][CH:19]=1.[Cl:20][C:21]1[CH:28]=[CH:27][CH:26]=[CH:25][C:22]=1[CH:23]=[O:24]. Given the product [Br:13][C:14]1[CH:15]=[N:16][CH:17]=[CH:18][C:19]=1[CH:23]([C:22]1[CH:25]=[CH:26][CH:27]=[CH:28][C:21]=1[Cl:20])[OH:24], predict the reactants needed to synthesize it. (5) The reactants are: [N:1]([C@@H:4]1[CH2:7][C@H:6]([N:8]2[CH:12]=[C:11]([NH:13][C:14](=[O:26])[CH2:15][C:16]3[C:25]4[C:20](=[CH:21][CH:22]=[CH:23][CH:24]=4)[CH:19]=[CH:18][CH:17]=3)[N:10]=[CH:9]2)[CH2:5]1)=[N+]=[N-].C1(P(C2C=CC=CC=2)C2C=CC=CC=2)C=CC=CC=1. Given the product [NH2:1][C@@H:4]1[CH2:5][C@H:6]([N:8]2[CH:12]=[C:11]([NH:13][C:14](=[O:26])[CH2:15][C:16]3[C:25]4[C:20](=[CH:21][CH:22]=[CH:23][CH:24]=4)[CH:19]=[CH:18][CH:17]=3)[N:10]=[CH:9]2)[CH2:7]1, predict the reactants needed to synthesize it. (6) The reactants are: C(O[C:6](=O)[NH:7][C:8]1[CH:13]=[C:12]([F:14])[CH:11]=[CH:10][C:9]=1[NH2:15])(C)(C)C.[CH:17]1([CH:23]=O)[CH2:22][CH2:21][CH2:20][CH2:19][CH2:18]1.[Cl:25][C:26]1[CH:36]=[CH:35][CH:34]=[CH:33][C:27]=1[O:28][CH2:29]C(O)=O.[CH:37]1([N+:43]#[C-:44])[CH2:42][CH2:41][CH2:40][CH2:39][CH2:38]1.Cl.C[OH:47]. Given the product [Cl:25][C:26]1[CH:36]=[CH:35][CH:34]=[CH:33][C:27]=1[O:28][CH2:29][C:6]1[N:15]([CH:23]([CH:17]2[CH2:18][CH2:19][CH2:20][CH2:21][CH2:22]2)[C:44]([NH:43][CH:37]2[CH2:42][CH2:41][CH2:40][CH2:39][CH2:38]2)=[O:47])[C:9]2[CH:10]=[CH:11][C:12]([F:14])=[CH:13][C:8]=2[N:7]=1, predict the reactants needed to synthesize it. (7) Given the product [CH:29]([NH:28][C:26](=[O:27])[CH2:25][N:13]1[C:12](=[O:32])[C:11]2[C:16](=[CH:17][CH:18]=[C:9]([N:2]3[CH2:3][CH:4]4[CH:5]([CH2:6][N:7]([CH3:35])[CH2:8]4)[CH2:1]3)[CH:10]=2)[N:15]=[C:14]1[C:19]1[CH:24]=[CH:23][CH:22]=[CH:21][CH:20]=1)([CH3:30])[CH3:31], predict the reactants needed to synthesize it. The reactants are: [CH2:1]1[CH:5]2[CH2:6][NH:7][CH2:8][CH:4]2[CH2:3][N:2]1[C:9]1[CH:10]=[C:11]2[C:16](=[CH:17][CH:18]=1)[N:15]=[C:14]([C:19]1[CH:24]=[CH:23][CH:22]=[CH:21][CH:20]=1)[N:13]([CH2:25][C:26]([NH:28][CH:29]([CH3:31])[CH3:30])=[O:27])[C:12]2=[O:32].C=O.[C:35]([BH3-])#N.